The task is: Predict which catalyst facilitates the given reaction.. This data is from Catalyst prediction with 721,799 reactions and 888 catalyst types from USPTO. (1) Reactant: [Si:1]([O:8][CH:9]([C:31]1[CH:36]=[CH:35][C:34]([F:37])=[CH:33][CH:32]=1)[CH2:10][CH2:11][CH:12]1[CH:15]([C:16]2[CH:21]=[CH:20][C:19]([OH:22])=[CH:18][CH:17]=2)[N:14]([C:23]2[CH:28]=[CH:27][C:26]([F:29])=[CH:25][CH:24]=2)[C:13]1=[O:30])([C:4]([CH3:7])([CH3:6])[CH3:5])([CH3:3])[CH3:2].[F-].[K+].[Br-].[Br:41][CH:42]([CH2:49][CH3:50])[CH2:43][CH2:44][N+:45]([CH3:48])([CH3:47])[CH3:46]. Product: [Br-:41].[F:29][C:26]1[CH:25]=[CH:24][C:23]([N:14]2[C:13](=[O:30])[CH:12]([CH2:11][CH2:10][CH:9]([C:31]3[CH:32]=[CH:33][C:34]([F:37])=[CH:35][CH:36]=3)[O:8][Si:1]([C:4]([CH3:7])([CH3:6])[CH3:5])([CH3:3])[CH3:2])[CH:15]2[C:16]2[CH:21]=[CH:20][C:19]([O:22][CH2:50][CH2:49][CH2:42][CH2:43][CH2:44][N+:45]([CH3:48])([CH3:47])[CH3:46])=[CH:18][CH:17]=2)=[CH:28][CH:27]=1. The catalyst class is: 10. (2) The catalyst class is: 125. Product: [CH3:30][O:29][CH2:28][N:13]1[C:14]2[C:10](=[CH:9][C:8]([OH:7])=[CH:16][C:15]=2[O:17][C:18]2[CH:19]=[CH:20][C:21]([S:24]([CH3:27])(=[O:26])=[O:25])=[CH:22][CH:23]=2)[C:11]([NH:31][C:32]2[CH:36]=[CH:35][N:34]([CH3:37])[N:33]=2)=[N:12]1. Reactant: C([O:7][C:8]1[CH:9]=[C:10]2[C:14](=[C:15]([O:17][C:18]3[CH:23]=[CH:22][C:21]([S:24]([CH3:27])(=[O:26])=[O:25])=[CH:20][CH:19]=3)[CH:16]=1)[N:13]([CH2:28][O:29][CH3:30])[N:12]=[C:11]2[NH:31][C:32]1[CH:36]=[CH:35][N:34]([CH3:37])[N:33]=1)(=O)C(C)(C)C.C(=O)([O-])[O-].[K+].[K+]. (3) Reactant: [C:1]([OH:20])(=[O:19])[CH2:2][CH2:3][CH2:4][CH2:5][CH2:6][CH2:7][CH2:8]/[CH:9]=[CH:10]\[CH2:11]/[CH:12]=[CH:13]\[CH2:14][CH2:15][CH2:16][CH2:17][CH3:18].[C:21]([O:38][CH2:39][CH:40]([CH2:42][O:43][C:44](=[O:46])[CH3:45])O)(=[O:37])[CH2:22][CH2:23][CH2:24][CH2:25][CH2:26][CH2:27][CH2:28][CH2:29][CH2:30][CH2:31][CH2:32][CH2:33][CH2:34][CH2:35][CH3:36]. Product: [C:21]([O:38][CH2:39][CH:40]([CH2:42][O:43][C:44](=[O:46])[CH3:45])[O:19][C:1](=[O:20])[CH2:2][CH2:3][CH2:4][CH2:5][CH2:6][CH2:7][CH2:8]/[CH:9]=[CH:10]\[CH2:11]/[CH:12]=[CH:13]\[CH2:14][CH2:15][CH2:16][CH2:17][CH3:18])(=[O:37])[CH2:22][CH2:23][CH2:24][CH2:25][CH2:26][CH2:27][CH2:28][CH2:29][CH2:30][CH2:31][CH2:32][CH2:33][CH2:34][CH2:35][CH3:36]. The catalyst class is: 277. (4) Reactant: [CH3:1][C:2]1[N:10]=[C:9]([C:11]([F:14])([F:13])[F:12])[CH:8]=[CH:7][C:3]=1[C:4]([OH:6])=O.Cl.CN(C)CCCN=C=NCC.ON1C2N=CC=CC=2N=N1.[NH2:37][C:38]1[CH:39]=[CH:40][C:41]([Cl:48])=[C:42]([CH:47]=1)[C:43]([O:45][CH3:46])=[O:44]. Product: [CH3:46][O:45][C:43](=[O:44])[C:42]1[CH:47]=[C:38]([NH:37][C:4]([C:3]2[C:2]([CH3:1])=[N:10][C:9]([C:11]([F:14])([F:13])[F:12])=[CH:8][CH:7]=2)=[O:6])[CH:39]=[CH:40][C:41]=1[Cl:48]. The catalyst class is: 35. (5) Reactant: Cl[C:2]1[C:3]([C:12]([F:15])([F:14])[F:13])=[CH:4][C:5]([N+:9]([O-:11])=[O:10])=[C:6]([NH2:8])[CH:7]=1.CN(C=O)C.[CH3:21][S-:22].[Na+].O. Product: [CH3:21][S:22][C:2]1[C:3]([C:12]([F:15])([F:14])[F:13])=[CH:4][C:5]([N+:9]([O-:11])=[O:10])=[C:6]([NH2:8])[CH:7]=1. The catalyst class is: 170.